Dataset: Peptide-MHC class I binding affinity with 185,985 pairs from IEDB/IMGT. Task: Regression. Given a peptide amino acid sequence and an MHC pseudo amino acid sequence, predict their binding affinity value. This is MHC class I binding data. (1) The peptide sequence is SMGTSGLEL. The MHC is HLA-A32:01 with pseudo-sequence HLA-A32:01. The binding affinity (normalized) is 0.107. (2) The MHC is HLA-B83:01 with pseudo-sequence HLA-B83:01. The peptide sequence is GMMRWCMPV. The binding affinity (normalized) is 0.213. (3) The peptide sequence is QRSTLERTSKASLER. The MHC is HLA-B18:01 with pseudo-sequence HLA-B18:01. The binding affinity (normalized) is 0.00578. (4) The peptide sequence is DTGNYILCY. The MHC is HLA-A30:02 with pseudo-sequence HLA-A30:02. The binding affinity (normalized) is 0.0943. (5) The peptide sequence is KPRICTREE. The MHC is HLA-B07:02 with pseudo-sequence HLA-B07:02. The binding affinity (normalized) is 0.399. (6) The binding affinity (normalized) is 0.0274. The peptide sequence is CLYDSQGL. The MHC is HLA-A02:06 with pseudo-sequence HLA-A02:06. (7) The peptide sequence is CSEVPQSGY. The MHC is HLA-A11:01 with pseudo-sequence HLA-A11:01. The binding affinity (normalized) is 0.0847.